From a dataset of Retrosynthesis with 50K atom-mapped reactions and 10 reaction types from USPTO. Predict the reactants needed to synthesize the given product. (1) Given the product CCCCCCCCCCCCNCC(F)(F)F, predict the reactants needed to synthesize it. The reactants are: CCCCCCCCCCCCNC(=O)C(F)(F)F. (2) Given the product O=C(O)Cc1cccc(-c2cccc3[nH]ccc23)c1, predict the reactants needed to synthesize it. The reactants are: CC1(C)OB(c2cccc3[nH]ccc23)OC1(C)C.O=C(O)Cc1cccc(Br)c1. (3) The reactants are: COc1cc(C#N)ccc1N.O=CO. Given the product COc1cc(C#N)ccc1NC=O, predict the reactants needed to synthesize it. (4) Given the product Cc1nc2c(n1C(=O)OC(C)(C)C)CCCC2=O, predict the reactants needed to synthesize it. The reactants are: CC(C)(C)OC(=O)OC(=O)OC(C)(C)C.Cc1nc2c([nH]1)CCCC2=O. (5) Given the product C=CCOC(C)C(=O)O, predict the reactants needed to synthesize it. The reactants are: C=CCOC(C)C(=O)OCC.